Dataset: Forward reaction prediction with 1.9M reactions from USPTO patents (1976-2016). Task: Predict the product of the given reaction. (1) Given the reactants Br[C:2]1[CH:7]=[CH:6][C:5]([S:8]([NH:11][C@@H:12]([CH3:15])[CH2:13][OH:14])(=[O:10])=[O:9])=[CH:4][CH:3]=1.[F:16][C:17]([F:31])([F:30])[C:18]1[NH:29][C:21]2=[N:22][CH:23]=[CH:24][C:25](B(O)O)=[C:20]2[CH:19]=1.P([O-])([O-])([O-])=O.[K+].[K+].[K+], predict the reaction product. The product is: [OH:14][CH2:13][C@@H:12]([NH:11][S:8]([C:5]1[CH:6]=[CH:7][C:2]([C:25]2[CH:24]=[CH:23][N:22]=[C:21]3[NH:29][C:18]([C:17]([F:30])([F:31])[F:16])=[CH:19][C:20]=23)=[CH:3][CH:4]=1)(=[O:10])=[O:9])[CH3:15]. (2) Given the reactants NC1C=CC(OC2C=CN=C3C=C(C(NN(C)C)=O)SC=23)=C(F)C=1.[F:25][C:26]1[CH:48]=[C:47]([N+:49]([O-])=O)[CH:46]=[CH:45][C:27]=1[O:28][C:29]1[CH:34]=[CH:33][N:32]=[C:31]2[CH:35]=[C:36]([C:38]([N:40]([CH3:44])[N:41]([CH3:43])[CH3:42])=[O:39])[S:37][C:30]=12, predict the reaction product. The product is: [NH2:49][C:47]1[CH:46]=[CH:45][C:27]([O:28][C:29]2[CH:34]=[CH:33][N:32]=[C:31]3[CH:35]=[C:36]([C:38]([N:40]([CH3:44])[N:41]([CH3:42])[CH3:43])=[O:39])[S:37][C:30]=23)=[C:26]([F:25])[CH:48]=1. (3) Given the reactants [CH2:1](O)[CH2:2][CH3:3].[NH2:5][CH:6]([C:11]1[CH:16]=[CH:15][C:14]([Br:17])=[CH:13][CH:12]=1)[CH2:7][C:8]([OH:10])=[O:9].S(=O)(=O)(O)O.[OH-].[Na+], predict the reaction product. The product is: [NH2:5][CH:6]([C:11]1[CH:12]=[CH:13][C:14]([Br:17])=[CH:15][CH:16]=1)[CH2:7][C:8]([O:10][CH2:1][CH2:2][CH3:3])=[O:9]. (4) Given the reactants [F:1][C:2]1([F:21])[O:6][C:5]2[C:7]([Si:14]([CH2:19][CH3:20])([CH2:17][CH3:18])[CH2:15][CH3:16])=[CH:8][C:9]([C:11]([OH:13])=[O:12])=[CH:10][C:4]=2[O:3]1.[CH2:22](OCC)C.C[Si](C=[N+]=[N-])(C)C, predict the reaction product. The product is: [CH3:22][O:12][C:11]([C:9]1[CH:8]=[C:7]([Si:14]([CH2:19][CH3:20])([CH2:17][CH3:18])[CH2:15][CH3:16])[C:5]2[O:6][C:2]([F:1])([F:21])[O:3][C:4]=2[CH:10]=1)=[O:13]. (5) Given the reactants [NH2:1][C@@H:2]([CH2:6][CH2:7][C:8]([O:10][CH3:11])=[O:9])[C:3]([OH:5])=[O:4].C([O-])(O)=O.[Na+].[CH3:17][C:18]([O:21][C:22](O[C:22]([O:21][C:18]([CH3:20])([CH3:19])[CH3:17])=[O:23])=[O:23])([CH3:20])[CH3:19], predict the reaction product. The product is: [C:18]([O:21][C:22]([NH:1][C@@H:2]([CH2:6][CH2:7][C:8]([O:10][CH3:11])=[O:9])[C:3]([OH:5])=[O:4])=[O:23])([CH3:20])([CH3:19])[CH3:17]. (6) Given the reactants [CH3:1][O:2][CH2:3][O:4][C:5]1[C:25]([N+:26]([O-])=O)=[CH:24][C:8]2[CH:9]([NH:15][CH2:16][CH2:17][C:18]3[CH:23]=[CH:22][CH:21]=[CH:20][CH:19]=3)[CH2:10][C:11]([CH3:14])([CH3:13])[O:12][C:7]=2[CH:6]=1.C([OH:31])C, predict the reaction product. The product is: [NH2:26][C:25]1[C:5]([O:4][CH2:3][O:2][CH3:1])=[CH:6][C:7]2[O:12][C:11]([CH3:14])([CH3:13])[C@@H:10]([OH:31])[C@H:9]([NH:15][CH2:16][CH2:17][C:18]3[CH:23]=[CH:22][CH:21]=[CH:20][CH:19]=3)[C:8]=2[CH:24]=1. (7) Given the reactants [Cl:1][C:2]1[CH:7]=[CH:6][CH:5]=[C:4]([F:8])[C:3]=1[CH3:9].[N+:10]([O-])([O-:12])=[O:11].[K+], predict the reaction product. The product is: [Cl:1][C:2]1[C:3]([CH3:9])=[C:4]([F:8])[CH:5]=[CH:6][C:7]=1[N+:10]([O-:12])=[O:11]. (8) Given the reactants [I:1][C:2]1[CH:7]=[CH:6][C:5]([CH2:8][CH:9]([CH3:13])[C:10]([OH:12])=O)=[CH:4][CH:3]=1.CN(C(O[N:22]1N=N[C:24]2C=CC=C[C:23]1=2)=[N+](C)C)C.[B-](F)(F)(F)F.CCN(C(C)C)C(C)C.C(N)C, predict the reaction product. The product is: [CH2:23]([NH:22][C:10](=[O:12])[CH:9]([CH3:13])[CH2:8][C:5]1[CH:4]=[CH:3][C:2]([I:1])=[CH:7][CH:6]=1)[CH3:24]. (9) Given the reactants [OH:1][C@H:2]1[C@H:7]([N:8]2[CH2:12][CH2:11][O:10][C:9]2=C)[CH2:6][CH2:5][N:4](C(OC(C)(C)C)=O)[CH2:3]1.[C:21]([OH:27])([C:23]([F:26])([F:25])[F:24])=[O:22], predict the reaction product. The product is: [OH:27][C:21]([C:23]([F:26])([F:25])[F:24])=[O:22].[OH:1][C@H:2]1[C@H:7]([N:8]2[CH2:12][CH2:11][O:10][C:9]2=[O:22])[CH2:6][CH2:5][NH:4][CH2:3]1.